This data is from Forward reaction prediction with 1.9M reactions from USPTO patents (1976-2016). The task is: Predict the product of the given reaction. (1) The product is: [C:4]([O:3][C:1]([N:8]1[CH2:13][CH2:12][CH:11]([NH:18][CH3:17])[CH2:10][CH2:9]1)=[O:2])([CH3:7])([CH3:6])[CH3:5]. Given the reactants [C:1]([N:8]1[CH2:13][CH2:12][C:11](=O)[CH2:10][CH2:9]1)([O:3][C:4]([CH3:7])([CH3:6])[CH3:5])=[O:2].CN.[C:17]([BH3-])#[N:18].[Na+], predict the reaction product. (2) The product is: [F:2][C:3]1[CH:4]=[CH:5][C:6]([CH:9]2[CH2:14][CH2:13][NH:12][CH2:11][CH:10]2/[CH:22]=[CH:23]/[C:24]2[CH:33]=[CH:32][C:31]3[C:26](=[CH:27][CH:28]=[CH:29][CH:30]=3)[CH:25]=2)=[CH:7][CH:8]=1. Given the reactants Cl.[F:2][C:3]1[CH:8]=[CH:7][C:6]([CH:9]2[CH2:14][CH2:13][N:12](C(OC(C)(C)C)=O)[CH2:11][CH:10]2/[CH:22]=[CH:23]/[C:24]2[CH:33]=[CH:32][C:31]3[C:26](=[CH:27][CH:28]=[CH:29][CH:30]=3)[CH:25]=2)=[CH:5][CH:4]=1, predict the reaction product.